This data is from Reaction yield outcomes from USPTO patents with 853,638 reactions. The task is: Predict the reaction yield, written as a fraction of the theoretical maximum amount of product (1.0 means a 100% yield; for example, 0.34 means a 34% yield). (1) The reactants are CS(O[CH:6]([C:8]1[CH:13]=[CH:12][CH:11]=[CH:10][N:9]=1)[CH3:7])(=O)=O.[CH3:14][NH2:15]. No catalyst specified. The product is [CH3:14][NH:15][CH:6]([C:8]1[CH:13]=[CH:12][CH:11]=[CH:10][N:9]=1)[CH3:7]. The yield is 1.00. (2) The catalyst is N1C=CC=CC=1. The yield is 1.00. The reactants are [Br:1][C:2]1[CH:10]=[C:9]2[C:5]([CH:6]([C:12]3[CH:17]=[CH:16][C:15]([C:18]([F:21])([F:20])[F:19])=[CH:14][C:13]=3[O:22][CH3:23])[O:7][C:8]2=[O:11])=[CH:4][CH:3]=1.[OH-].[K+].[Mn]([O-])(=O)(=O)=[O:27].[K+]. The product is [Br:1][C:2]1[CH:3]=[CH:4][C:5]([C:6](=[O:7])[C:12]2[CH:17]=[CH:16][C:15]([C:18]([F:19])([F:21])[F:20])=[CH:14][C:13]=2[O:22][CH3:23])=[C:9]([CH:10]=1)[C:8]([OH:27])=[O:11]. (3) The reactants are FC(F)(F)C(O)=O.[CH3:8][C:9]1[CH:14]=[C:13]([C:15]2[N:19](C3CCCCO3)[CH:18]=[N:17][N:16]=2)[CH:12]=[CH:11][C:10]=1[C:26]1[N:31]=[C:30]2[NH:32][C:33]3([CH2:38][CH2:37]3)[C:34](=[O:36])[NH:35][C:29]2=[N:28][CH:27]=1.CC1C=C(C2N(C3CCCCO3)C=NN=2)C=CC=1B1OC(C)(C)C(C)(C)O1.BrC1N=C2NC3(CC3)C(=O)NC2=NC=1.ClCCl.C(=O)([O-])[O-].[Na+].[Na+]. The catalyst is C1C=CC(P(C2C=CC=CC=2)[C-]2C=CC=C2)=CC=1.C1C=CC(P(C2C=CC=CC=2)[C-]2C=CC=C2)=CC=1.Cl[Pd]Cl.[Fe+2].C(O)(C)C.O1CCOCC1. The product is [CH3:8][C:9]1[CH:14]=[C:13]([C:15]2[NH:19][CH:18]=[N:17][N:16]=2)[CH:12]=[CH:11][C:10]=1[C:26]1[N:31]=[C:30]2[NH:32][C:33]3([CH2:37][CH2:38]3)[C:34](=[O:36])[NH:35][C:29]2=[N:28][CH:27]=1. The yield is 0.380. (4) The product is [Br:1][C:2]1[CH:3]=[C:4]2[C:5]([CH2:8][CH2:9][O:12][CH:11]2[C:13]2[CH:17]=[C:16]([CH:18]=[O:22])[S:15][CH:14]=2)=[CH:6][CH:7]=1. The yield is 0.790. No catalyst specified. The reactants are [Br:1][C:2]1[CH:7]=[CH:6][C:5]([CH2:8][CH2:9]O)=[C:4]([CH:11]([C:13]2[CH:17]=[C:16]([CH:18]3[O:22]CCO3)[S:15][CH:14]=2)[OH:12])[CH:3]=1.C(O)(C(F)(F)F)=O.C([O-])(O)=O.[Na+]. (5) The reactants are [OH:1][C:2]1[C:7]2[N:8]=[CH:9][O:10][C:6]=2[CH:5]=[CH:4][CH:3]=1.[C:11]([O-])([O-])=O.[K+].[K+].IC. The catalyst is CC(C)=O. The product is [CH3:11][O:1][C:2]1[C:7]2[N:8]=[CH:9][O:10][C:6]=2[CH:5]=[CH:4][CH:3]=1. The yield is 0.910. (6) The reactants are [Cl:1][C:2]1[CH:7]=[CH:6][C:5]([CH:8]2[CH:12]([C:13]3[CH:18]=[CH:17][C:16]([Cl:19])=[CH:15][CH:14]=3)[NH:11][C:10]([C:20]3[CH:25]=[CH:24][C:23]([C:26]([F:29])([F:28])[F:27])=[CH:22][C:21]=3[O:30][CH2:31][CH3:32])=[N:9]2)=[CH:4][CH:3]=1.C(N(CC)CC)C.[C:40](Cl)([Cl:42])=[O:41]. The catalyst is C(Cl)Cl. The product is [Cl:1][C:2]1[CH:3]=[CH:4][C:5]([CH:8]2[CH:12]([C:13]3[CH:14]=[CH:15][C:16]([Cl:19])=[CH:17][CH:18]=3)[N:11]([C:40]([Cl:42])=[O:41])[C:10]([C:20]3[CH:25]=[CH:24][C:23]([C:26]([F:27])([F:28])[F:29])=[CH:22][C:21]=3[O:30][CH2:31][CH3:32])=[N:9]2)=[CH:6][CH:7]=1. The yield is 0.980. (7) The reactants are [Cl:1][C:2]1[CH:3]=[C:4]([N:9]2[C:13]3[C:14](=[O:25])[N:15]([C:18]4[CH:23]=[CH:22][C:21](I)=[CH:20][CH:19]=4)[CH2:16][CH2:17][C:12]=3[C:11]([C:26]([F:29])([F:28])[F:27])=[N:10]2)[CH:5]=[CH:6][C:7]=1[F:8].[C:30]1(=[O:36])[NH:35][CH2:34][CH2:33][CH2:32][CH2:31]1.NC1CCCCC1N.[O-]P([O-])([O-])=O.[K+].[K+].[K+]. The catalyst is [Cu]I.C(OC(=O)C)C.O1CCOCC1. The product is [Cl:1][C:2]1[CH:3]=[C:4]([N:9]2[C:13]3[C:14](=[O:25])[N:15]([C:18]4[CH:23]=[CH:22][C:21]([N:35]5[CH2:34][CH2:33][CH2:32][CH2:31][C:30]5=[O:36])=[CH:20][CH:19]=4)[CH2:16][CH2:17][C:12]=3[C:11]([C:26]([F:29])([F:28])[F:27])=[N:10]2)[CH:5]=[CH:6][C:7]=1[F:8]. The yield is 0.800. (8) The product is [CH2:19]([O:18][C:16](=[O:17])[C:15](=[O:21])[CH2:14][S:1][C:2]1[NH:11][C:10](=[O:12])[C:9]2[C:4](=[CH:5][CH:6]=[CH:7][CH:8]=2)[N:3]=1)[CH3:20]. The catalyst is CN(C=O)C.CCOC(C)=O. The reactants are [SH:1][C:2]1[NH:11][C:10](=[O:12])[C:9]2[C:4](=[CH:5][CH:6]=[CH:7][CH:8]=2)[N:3]=1.Br[CH2:14][C:15](=[O:21])[C:16]([O:18][CH2:19][CH3:20])=[O:17].C(N(CC)CC)C.Cl. The yield is 0.110.